This data is from NCI-60 drug combinations with 297,098 pairs across 59 cell lines. The task is: Regression. Given two drug SMILES strings and cell line genomic features, predict the synergy score measuring deviation from expected non-interaction effect. (1) Drug 1: CC(CN1CC(=O)NC(=O)C1)N2CC(=O)NC(=O)C2. Drug 2: COC1=CC(=CC(=C1O)OC)C2C3C(COC3=O)C(C4=CC5=C(C=C24)OCO5)OC6C(C(C7C(O6)COC(O7)C8=CC=CS8)O)O. Cell line: IGROV1. Synergy scores: CSS=44.6, Synergy_ZIP=1.14, Synergy_Bliss=3.42, Synergy_Loewe=7.62, Synergy_HSA=8.91. (2) Drug 1: CN1CCC(CC1)COC2=C(C=C3C(=C2)N=CN=C3NC4=C(C=C(C=C4)Br)F)OC. Drug 2: C1=CN(C(=O)N=C1N)C2C(C(C(O2)CO)O)O.Cl. Cell line: UO-31. Synergy scores: CSS=39.3, Synergy_ZIP=-2.22, Synergy_Bliss=2.30, Synergy_Loewe=7.46, Synergy_HSA=8.65. (3) Drug 1: C1CN1P(=S)(N2CC2)N3CC3. Drug 2: C1CNP(=O)(OC1)N(CCCl)CCCl. Cell line: MDA-MB-435. Synergy scores: CSS=4.43, Synergy_ZIP=-2.83, Synergy_Bliss=-1.10, Synergy_Loewe=0.264, Synergy_HSA=0.264. (4) Drug 1: CS(=O)(=O)CCNCC1=CC=C(O1)C2=CC3=C(C=C2)N=CN=C3NC4=CC(=C(C=C4)OCC5=CC(=CC=C5)F)Cl. Drug 2: CC(C)NC(=O)C1=CC=C(C=C1)CNNC.Cl. Cell line: RPMI-8226. Synergy scores: CSS=3.80, Synergy_ZIP=-4.23, Synergy_Bliss=-1.67, Synergy_Loewe=-6.16, Synergy_HSA=-5.22. (5) Synergy scores: CSS=30.4, Synergy_ZIP=-0.0814, Synergy_Bliss=4.81, Synergy_Loewe=-18.8, Synergy_HSA=2.05. Cell line: ACHN. Drug 1: CCC1=CC2CC(C3=C(CN(C2)C1)C4=CC=CC=C4N3)(C5=C(C=C6C(=C5)C78CCN9C7C(C=CC9)(C(C(C8N6C)(C(=O)OC)O)OC(=O)C)CC)OC)C(=O)OC.C(C(C(=O)O)O)(C(=O)O)O. Drug 2: CC1=C(C=C(C=C1)NC(=O)C2=CC=C(C=C2)CN3CCN(CC3)C)NC4=NC=CC(=N4)C5=CN=CC=C5. (6) Drug 1: COC1=CC(=CC(=C1O)OC)C2C3C(COC3=O)C(C4=CC5=C(C=C24)OCO5)OC6C(C(C7C(O6)COC(O7)C8=CC=CS8)O)O. Drug 2: C1C(C(OC1N2C=NC(=NC2=O)N)CO)O. Cell line: MDA-MB-231. Synergy scores: CSS=38.1, Synergy_ZIP=-2.96, Synergy_Bliss=1.77, Synergy_Loewe=4.97, Synergy_HSA=6.75.